Dataset: Reaction yield outcomes from USPTO patents with 853,638 reactions. Task: Predict the reaction yield, written as a fraction of the theoretical maximum amount of product (1.0 means a 100% yield; for example, 0.34 means a 34% yield). The reactants are [N+:1]([C:4]1[CH:5]=[C:6]([C:14]2[CH:19]=[CH:18][CH:17]=[CH:16][CH:15]=2)[CH:7]=[CH:8][C:9]=1[CH2:10][C:11](O)=[O:12])([O-])=O. The catalyst is C(O)(=O)C.[Fe]. The product is [C:14]1([C:6]2[CH:5]=[C:4]3[C:9]([CH2:10][C:11](=[O:12])[NH:1]3)=[CH:8][CH:7]=2)[CH:19]=[CH:18][CH:17]=[CH:16][CH:15]=1. The yield is 0.930.